Dataset: Full USPTO retrosynthesis dataset with 1.9M reactions from patents (1976-2016). Task: Predict the reactants needed to synthesize the given product. (1) Given the product [NH:15]1[CH:16]=[CH:17][C:13]([NH:12][C:4]2[N:3]=[C:2]([C:25]3[CH:26]=[C:21]([C:18](=[O:20])[CH3:19])[CH:22]=[CH:23][CH:24]=3)[C:11]3[C:6]([CH:5]=2)=[CH:7][CH:8]=[CH:9][CH:10]=3)=[N:14]1, predict the reactants needed to synthesize it. The reactants are: Cl[C:2]1[C:11]2[C:6](=[CH:7][CH:8]=[CH:9][CH:10]=2)[CH:5]=[C:4]([NH:12][C:13]2[CH:17]=[CH:16][NH:15][N:14]=2)[N:3]=1.[C:18]([C:21]1[CH:22]=[C:23](B(O)O)[CH:24]=[CH:25][CH:26]=1)(=[O:20])[CH3:19]. (2) Given the product [C:19]([O:18][C@@H:8]1[C@@H:7]([CH2:22][O:23][C:24](=[O:26])[CH3:25])[O:6][C@H:5]2[C@H:10]([N:11]=[C:12]([NH:37][CH2:36][CH2:35][O:34][CH2:27][C:28]3[CH:33]=[CH:32][CH:31]=[CH:30][CH:29]=3)[S:13]2)[C@H:9]1[O:14][C:15](=[O:17])[CH3:16])(=[O:21])[CH3:20], predict the reactants needed to synthesize it. The reactants are: C(O[C@H:5]1[C@H:10]([N:11]=[C:12]=[S:13])[C@@H:9]([O:14][C:15](=[O:17])[CH3:16])[C@H:8]([O:18][C:19](=[O:21])[CH3:20])[C@@H:7]([CH2:22][O:23][C:24](=[O:26])[CH3:25])[O:6]1)(=O)C.[CH2:27]([O:34][CH2:35][CH2:36][NH2:37])[C:28]1[CH:33]=[CH:32][CH:31]=[CH:30][CH:29]=1.FC(F)(F)C(O)=O.C([O-])(O)=O.[Na+].